From a dataset of Forward reaction prediction with 1.9M reactions from USPTO patents (1976-2016). Predict the product of the given reaction. (1) Given the reactants CO[C:3]([CH:5]1[CH2:9][S:8][CH2:7][C:6]1(O)[C:10]([OH:12])=[O:11])=[O:4], predict the reaction product. The product is: [S:8]1[CH2:7][C:6]2[C:10]([O:12][C:3](=[O:4])[C:5]=2[CH2:9]1)=[O:11]. (2) Given the reactants [CH3:1][O:2][C:3](=[O:30])[NH:4][CH:5]([C:9]([N:11]1[CH:16]([C:17]2[NH:18][C:19]([C:22]3[CH:27]=[CH:26][C:25](Br)=[CH:24][CH:23]=3)=[CH:20][N:21]=2)[CH:15]2[CH2:29][CH:12]1[CH2:13][CH2:14]2)=[O:10])[CH:6]([CH3:8])[CH3:7].[B:31]1([B:31]2[O:35][C:34]([CH3:37])([CH3:36])[C:33]([CH3:39])([CH3:38])[O:32]2)[O:35][C:34]([CH3:37])([CH3:36])[C:33]([CH3:39])([CH3:38])[O:32]1.C([O-])(=O)C.[K+], predict the reaction product. The product is: [CH3:1][O:2][C:3](=[O:30])[NH:4][CH:5]([C:9]([N:11]1[CH:16]([C:17]2[NH:18][C:19]([C:22]3[CH:27]=[CH:26][C:25]([B:31]4[O:35][C:34]([CH3:37])([CH3:36])[C:33]([CH3:39])([CH3:38])[O:32]4)=[CH:24][CH:23]=3)=[CH:20][N:21]=2)[CH:15]2[CH2:29][CH:12]1[CH2:13][CH2:14]2)=[O:10])[CH:6]([CH3:8])[CH3:7]. (3) Given the reactants C[Si](C)(C)[C:3]1[Se:7][C:6]2=[C:8]([O:28][CH2:29][CH:30]([CH2:35][CH3:36])[CH2:31][CH2:32][CH2:33][CH3:34])[C:9]3[CH:13]=[C:12]([Si](C)(C)C)[Se:11][C:10]=3[C:18]([O:19][CH2:20][CH:21]([CH2:26][CH3:27])[CH2:22][CH2:23][CH2:24][CH3:25])=[C:5]2[CH:4]=1.[F-].C([N+](CCCC)(CCCC)CCCC)CCC.O, predict the reaction product. The product is: [CH2:35]([CH:30]([CH2:31][CH2:32][CH2:33][CH3:34])[CH2:29][O:28][C:8]1[C:6]2[Se:7][CH:3]=[CH:4][C:5]=2[C:18]([O:19][CH2:20][CH:21]([CH2:26][CH3:27])[CH2:22][CH2:23][CH2:24][CH3:25])=[C:10]2[Se:11][CH:12]=[CH:13][C:9]=12)[CH3:36]. (4) Given the reactants [Cl:1][C:2]1[CH:7]=[CH:6][CH:5]=[CH:4][C:3]=1[CH:8]([O:10][C:11](=[O:34])[NH:12][C:13]1[C:14]([CH3:33])=[N:15][O:16][C:17]=1[C:18]1[CH:23]=[CH:22][C:21](B2OC(C)(C)C(C)(C)O2)=[CH:20][CH:19]=1)[CH3:9].C[O:36][C:37](=[O:46])[CH2:38][C:39]1[CH:40]=[N:41][C:42](Cl)=[CH:43][CH:44]=1, predict the reaction product. The product is: [Cl:1][C:2]1[CH:7]=[CH:6][CH:5]=[CH:4][C:3]=1[CH:8]([O:10][C:11]([NH:12][C:13]1[C:14]([CH3:33])=[N:15][O:16][C:17]=1[C:18]1[CH:19]=[CH:20][C:21]([C:42]2[N:41]=[CH:40][C:39]([CH2:38][C:37]([OH:46])=[O:36])=[CH:44][CH:43]=2)=[CH:22][CH:23]=1)=[O:34])[CH3:9]. (5) Given the reactants [CH3:1][N:2]1[C@@H:19]2[CH2:20][C:7]3[CH:8]=[CH:9][C:10]([O:22][CH3:23])=[C:11]4[O:12][C@H:13]5[C:14]([CH2:16][CH2:17][C@:18]2([OH:21])[C@:5]5([C:6]=34)[CH2:4][CH2:3]1)=[O:15].[Li]N([Si](C)(C)C)[Si](C)(C)C.[NH:34](C(OC(C)(C)C)=O)[C@H:35]([C:43]([O:45]N1C(=O)CCC1=O)=[O:44])[CH2:36][C:37]1[CH:42]=[CH:41][CH:40]=[CH:39][CH:38]=1, predict the reaction product. The product is: [NH2:34][C@H:35]([C:43]([OH:45])=[O:44])[CH2:36][C:37]1[CH:42]=[CH:41][CH:40]=[CH:39][CH:38]=1.[CH3:1][N:2]1[C@@H:19]2[CH2:20][C:7]3[CH:8]=[CH:9][C:10]([O:22][CH3:23])=[C:11]4[O:12][C@H:13]5[C:14]([CH2:16][CH2:17][C@:18]2([OH:21])[C@:5]5([C:6]=34)[CH2:4][CH2:3]1)=[O:15]. (6) Given the reactants Cl[C:2]1[C:10]2[N:9]=[C:8]3[N:11]([C:15]4[C:16]([CH3:24])=[N:17][C:18]([O:22][CH3:23])=[N:19][C:20]=4[CH3:21])[CH2:12][CH2:13][CH2:14][N:7]3[C:6]=2[C:5]([CH:25]([OH:30])[C:26]([F:29])([F:28])[F:27])=[CH:4][CH:3]=1, predict the reaction product. The product is: [F:29][C:26]([F:27])([F:28])[CH:25]([C:5]1[C:6]2[N:7]3[CH2:14][CH2:13][CH2:12][N:11]([C:15]4[C:16]([CH3:24])=[N:17][C:18]([O:22][CH3:23])=[N:19][C:20]=4[CH3:21])[C:8]3=[N:9][C:10]=2[CH:2]=[CH:3][CH:4]=1)[OH:30]. (7) Given the reactants Cl.[CH:2]1([CH2:5][O:6][C:7]2[CH:12]=[C:11]([F:13])[C:10]([O:14][CH3:15])=[CH:9][C:8]=2[C:16]2[C:17]3[NH:24][C:23]([CH3:25])=[C:22]([C:26]([NH:28][CH:29]4[CH2:34][CH2:33][NH:32][CH2:31][CH2:30]4)=[O:27])[C:18]=3[N:19]=[CH:20][N:21]=2)[CH2:4][CH2:3]1.[C:35](Cl)(=[O:37])[CH3:36], predict the reaction product. The product is: [C:35]([N:32]1[CH2:31][CH2:30][CH:29]([NH:28][C:26]([C:22]2[C:18]3[N:19]=[CH:20][N:21]=[C:16]([C:8]4[CH:9]=[C:10]([O:14][CH3:15])[C:11]([F:13])=[CH:12][C:7]=4[O:6][CH2:5][CH:2]4[CH2:4][CH2:3]4)[C:17]=3[NH:24][C:23]=2[CH3:25])=[O:27])[CH2:34][CH2:33]1)(=[O:37])[CH3:36]. (8) Given the reactants [Cl:1][C:2]1[C:7]([Cl:8])=[CH:6][CH:5]=[CH:4][C:3]=1[CH:9]1[CH2:14][CH2:13][NH:12][CH2:11][CH2:10]1.C(=O)([O-])[O-:16].[K+].[K+].[F:21][C:22]([F:27])([F:26])[CH2:23][CH2:24]I, predict the reaction product. The product is: [Cl:1][C:2]1[C:7]([Cl:8])=[CH:6][CH:5]=[CH:4][C:3]=1[C:9]1([OH:16])[CH2:14][CH2:13][N:12]([CH2:24][CH2:23][C:22]([F:27])([F:26])[F:21])[CH2:11][CH2:10]1. (9) Given the reactants Cl.[CH3:2][CH:3]1[CH2:8][CH:7]([C:9]([O:11][CH3:12])=[O:10])[CH2:6][CH2:5][NH:4]1.Br[CH2:14][C:15]1[CH:20]=[CH:19][CH:18]=[C:17]([Cl:21])[C:16]=1[F:22].C(#N)C.C(=O)([O-])[O-].[K+].[K+], predict the reaction product. The product is: [Cl:21][C:17]1[C:16]([F:22])=[C:15]([CH2:14][N:4]2[CH2:5][CH2:6][CH:7]([C:9]([O:11][CH3:12])=[O:10])[CH2:8][CH:3]2[CH3:2])[CH:20]=[CH:19][CH:18]=1. (10) Given the reactants S(Cl)(Cl)=O.O[C@@H:6]([CH2:10][C:11]1[CH:16]=[CH:15][CH:14]=[CH:13][CH:12]=1)[C:7]([OH:9])=[O:8].CN(C)C=O.[ClH:22], predict the reaction product. The product is: [Cl:22][C@H:6]([CH2:10][C:11]1[CH:16]=[CH:15][CH:14]=[CH:13][CH:12]=1)[C:7]([OH:9])=[O:8].